This data is from Peptide-MHC class I binding affinity with 185,985 pairs from IEDB/IMGT. The task is: Regression. Given a peptide amino acid sequence and an MHC pseudo amino acid sequence, predict their binding affinity value. This is MHC class I binding data. (1) The peptide sequence is ATFSVPMEK. The MHC is HLA-B40:01 with pseudo-sequence HLA-B40:01. The binding affinity (normalized) is 0.0847. (2) The peptide sequence is CEKRLLLKL. The MHC is HLA-B15:09 with pseudo-sequence HLA-B15:09. The binding affinity (normalized) is 0.0847. (3) The peptide sequence is TPAERLINM. The MHC is Mamu-A2201 with pseudo-sequence Mamu-A2201. The binding affinity (normalized) is 0.0659. (4) The peptide sequence is KSQDNQWSYKI. The MHC is Mamu-A02 with pseudo-sequence Mamu-A02. The binding affinity (normalized) is 0.950. (5) The peptide sequence is RQAELSKAY. The MHC is HLA-A02:06 with pseudo-sequence HLA-A02:06. The binding affinity (normalized) is 0.503. (6) The peptide sequence is PIIVAGFSGK. The MHC is HLA-A03:01 with pseudo-sequence HLA-A03:01. The binding affinity (normalized) is 0.397. (7) The peptide sequence is LLTDTIESAK. The MHC is HLA-A68:01 with pseudo-sequence HLA-A68:01. The binding affinity (normalized) is 0.399. (8) The peptide sequence is IDYVPLKSAT. The MHC is HLA-B44:03 with pseudo-sequence HLA-B44:03. The binding affinity (normalized) is 0.